From a dataset of HIV replication inhibition screening data with 41,000+ compounds from the AIDS Antiviral Screen. Binary Classification. Given a drug SMILES string, predict its activity (active/inactive) in a high-throughput screening assay against a specified biological target. (1) The drug is O=C(O)c1ccc(CS(=O)c2ccccc2)c([N+](=O)[O-])c1. The result is 0 (inactive). (2) The compound is O=C1c2cc([N+](=O)[O-])cnc2S(=O)(=O)N1c1ccc(Br)cc1. The result is 0 (inactive). (3) The molecule is COc1cccc(C=NN=Cc2cccc(OC)c2O)c1O. The result is 0 (inactive). (4) The compound is C[N+](C)(C)CC(=O)NN=C(C(=O)Nc1ccc(Cl)cc1)C1C(=N)NN(c2ccccc2)C1=O.[Cl-]. The result is 0 (inactive).